Dataset: Full USPTO retrosynthesis dataset with 1.9M reactions from patents (1976-2016). Task: Predict the reactants needed to synthesize the given product. (1) Given the product [Br:1][C:2]1[CH:3]=[C:4]2[C:9](=[CH:10][CH:11]=1)[C:8]([I:30])=[C:7]([O:12][C@H:13]1[CH2:14][CH2:15][C@@H:16]([C:19]([F:20])([F:21])[F:22])[CH2:17][CH2:18]1)[CH:6]=[CH:5]2, predict the reactants needed to synthesize it. The reactants are: [Br:1][C:2]1[CH:11]=[CH:10][C:9]2[C:4](=[CH:5][CH:6]=[C:7]([O:12][C@H:13]3[CH2:18][CH2:17][C@@H:16]([C:19]([F:22])([F:21])[F:20])[CH2:15][CH2:14]3)[CH:8]=2)[CH:3]=1.C1C(=O)N([I:30])C(=O)C1.C(O)(C(F)(F)F)=O. (2) Given the product [CH3:30][O:29][CH2:28][N:24]1[C:23]2[CH:31]=[CH:32][C:20]([CH:18]([C:15]3[CH:16]=[CH:17][N:13]([C:10]4[CH:9]=[CH:8][C:7]([CH:4]5[CH2:5][CH2:6][O:1][CH2:2][CH2:3]5)=[CH:12][N:11]=4)[N:14]=3)[CH3:19])=[CH:21][C:22]=2[S:26][C:25]1=[O:27], predict the reactants needed to synthesize it. The reactants are: [O:1]1[CH2:6][CH:5]=[C:4]([C:7]2[CH:8]=[CH:9][C:10]([N:13]3[CH:17]=[CH:16][C:15]([CH:18]([C:20]4[CH:32]=[CH:31][C:23]5[N:24]([CH2:28][O:29][CH3:30])[C:25](=[O:27])[S:26][C:22]=5[CH:21]=4)[CH3:19])=[N:14]3)=[N:11][CH:12]=2)[CH2:3][CH2:2]1.[H][H].